Predict which catalyst facilitates the given reaction. From a dataset of Catalyst prediction with 721,799 reactions and 888 catalyst types from USPTO. (1) Reactant: Cl[C:2]1[N:7]=[C:6]([C:8]2[CH:13]=[CH:12][C:11]([N+:14]([O-:16])=[O:15])=[CH:10][CH:9]=2)[N:5]=[C:4]([N:17]2[C@@H:21]([CH2:22][OH:23])[CH2:20][CH2:19][C@H:18]2[CH2:24][OH:25])[N:3]=1.Cl.[CH:27]12[NH:34][CH:31]([CH2:32][CH2:33]1)[CH2:30][O:29][CH2:28]2.C(N(CC)CC)C. Product: [CH:31]12[N:34]([C:2]3[N:7]=[C:6]([C:8]4[CH:13]=[CH:12][C:11]([N+:14]([O-:16])=[O:15])=[CH:10][CH:9]=4)[N:5]=[C:4]([N:17]4[C@@H:21]([CH2:22][OH:23])[CH2:20][CH2:19][C@H:18]4[CH2:24][OH:25])[N:3]=3)[CH:27]([CH2:33][CH2:32]1)[CH2:28][O:29][CH2:30]2. The catalyst class is: 8. (2) Reactant: [Cl:1][C:2]1[N:7]=[N:6][C:5]([SH:8])=[CH:4][CH:3]=1.[CH3:9][O-].[Na+].IC.O. Product: [Cl:1][C:2]1[N:7]=[N:6][C:5]([S:8][CH3:9])=[CH:4][CH:3]=1. The catalyst class is: 5.